This data is from Full USPTO retrosynthesis dataset with 1.9M reactions from patents (1976-2016). The task is: Predict the reactants needed to synthesize the given product. (1) Given the product [F:1][C:2]1[C:7]([F:8])=[CH:6][CH:5]=[CH:4][C:3]=1[C:9]1([OH:14])[CH2:13][CH2:12][N:11]([CH2:22][CH2:23][O:24][CH3:25])[CH2:10]1, predict the reactants needed to synthesize it. The reactants are: [F:1][C:2]1[C:7]([F:8])=[CH:6][CH:5]=[CH:4][C:3]=1[C:9]1([OH:14])[CH2:13][CH2:12][NH:11][CH2:10]1.C(=O)([O-])[O-].[K+].[K+].Br[CH2:22][CH2:23][O:24][CH3:25]. (2) Given the product [Cl:1][C:2]1[CH:3]=[C:4]([N:8]([CH2:9][C:10]2[C:19]3[C:14](=[C:15]([F:20])[CH:16]=[CH:17][CH:18]=3)[NH:13][C:12](=[O:21])[CH:11]=2)[C:25](=[O:26])[C:24]2[CH:28]=[CH:29][CH:30]=[N:31][C:23]=2[CH3:22])[CH:5]=[CH:6][CH:7]=1, predict the reactants needed to synthesize it. The reactants are: [Cl:1][C:2]1[CH:3]=[C:4]([NH:8][CH2:9][C:10]2[C:19]3[C:14](=[C:15]([F:20])[CH:16]=[CH:17][CH:18]=3)[NH:13][C:12](=[O:21])[CH:11]=2)[CH:5]=[CH:6][CH:7]=1.[CH3:22][C:23]1[N:31]=[CH:30][CH:29]=[CH:28][C:24]=1[C:25](O)=[O:26].